From a dataset of NCI-60 drug combinations with 297,098 pairs across 59 cell lines. Regression. Given two drug SMILES strings and cell line genomic features, predict the synergy score measuring deviation from expected non-interaction effect. (1) Drug 1: CC1=C(C(CCC1)(C)C)C=CC(=CC=CC(=CC(=O)O)C)C. Drug 2: C1CC(=O)NC(=O)C1N2C(=O)C3=CC=CC=C3C2=O. Cell line: HCC-2998. Synergy scores: CSS=-3.33, Synergy_ZIP=7.59, Synergy_Bliss=7.32, Synergy_Loewe=3.15, Synergy_HSA=-0.106. (2) Drug 1: CS(=O)(=O)C1=CC(=C(C=C1)C(=O)NC2=CC(=C(C=C2)Cl)C3=CC=CC=N3)Cl. Drug 2: CC1C(C(CC(O1)OC2CC(CC3=C2C(=C4C(=C3O)C(=O)C5=C(C4=O)C(=CC=C5)OC)O)(C(=O)C)O)N)O.Cl. Cell line: NCI-H226. Synergy scores: CSS=32.4, Synergy_ZIP=2.45, Synergy_Bliss=8.52, Synergy_Loewe=2.65, Synergy_HSA=8.56. (3) Drug 1: CCCS(=O)(=O)NC1=C(C(=C(C=C1)F)C(=O)C2=CNC3=C2C=C(C=N3)C4=CC=C(C=C4)Cl)F. Drug 2: CC(C)NC(=O)C1=CC=C(C=C1)CNNC.Cl. Cell line: U251. Synergy scores: CSS=0.214, Synergy_ZIP=-0.783, Synergy_Bliss=-1.02, Synergy_Loewe=-4.80, Synergy_HSA=-1.99. (4) Drug 1: C1=NC(=NC(=O)N1C2C(C(C(O2)CO)O)O)N. Drug 2: CC1=C(C(=O)C2=C(C1=O)N3CC4C(C3(C2COC(=O)N)OC)N4)N. Cell line: SK-OV-3. Synergy scores: CSS=32.1, Synergy_ZIP=-7.39, Synergy_Bliss=2.28, Synergy_Loewe=-6.75, Synergy_HSA=1.49.